This data is from Catalyst prediction with 721,799 reactions and 888 catalyst types from USPTO. The task is: Predict which catalyst facilitates the given reaction. (1) Reactant: [CH3:1][O:2][C:3]1[CH:4]=[C:5]2[C:10](=[CH:11][C:12]=1[O:13][CH3:14])[N:9]=[CH:8][CH:7]=[C:6]2[CH2:15][N:16]1[CH2:25][CH2:24][C:23]2[C:22]([C:26](Cl)=[O:27])=[CH:21][CH:20]=[CH:19][C:18]=2[C:17]1=[O:29].[F:30][C:31]1[CH:37]=[CH:36][C:34]([NH2:35])=[CH:33][C:32]=1[C:38]([F:41])([F:40])[F:39].C(N(CC)C(C)C)(C)C. Product: [CH3:1][O:2][C:3]1[CH:4]=[C:5]2[C:10](=[CH:11][C:12]=1[O:13][CH3:14])[N:9]=[CH:8][CH:7]=[C:6]2[CH2:15][N:16]1[CH2:25][CH2:24][C:23]2[C:22]([C:26]([NH:35][C:34]3[CH:36]=[CH:37][C:31]([F:30])=[C:32]([C:38]([F:41])([F:39])[F:40])[CH:33]=3)=[O:27])=[CH:21][CH:20]=[CH:19][C:18]=2[C:17]1=[O:29]. The catalyst class is: 4. (2) Reactant: Br[C:2]1[CH:3]=[CH:4][C:5]([NH2:8])=[N:6][CH:7]=1.O.P([O-])([O-])([O-])=O.[K+].[K+].[K+].[CH3:18][C:19]1(C)[C:23](C)(C)OB(C(C)=C)O1. Product: [CH2:18]=[C:19]([C:2]1[CH:3]=[CH:4][C:5]([NH2:8])=[N:6][CH:7]=1)[CH3:23]. The catalyst class is: 75. (3) Reactant: FC(F)(F)C(O)=O.[CH3:8][O:9][CH2:10][CH2:11][N:12]1[CH2:18][C@H:17]([C:19]2[CH:24]=[CH:23][CH:22]=[CH:21][CH:20]=2)[CH2:16][CH2:15][C@@H:14]([NH:25]C(=O)OC(C)(C)C)[C:13]1=[O:33]. Product: [NH2:25][CH:14]1[CH2:15][CH2:16][CH:17]([C:19]2[CH:20]=[CH:21][CH:22]=[CH:23][CH:24]=2)[CH2:18][N:12]([CH2:11][CH2:10][O:9][CH3:8])[C:13]1=[O:33]. The catalyst class is: 4. (4) Reactant: ClC(Cl)(Cl)CC(=N)O[CH:6]([C:8]1[CH:9]=[N:10][C:11]([C:14]2[O:18][N:17]=[C:16]([C:19]3[N:24]=[C:23]([NH2:25])[N:22]=[C:21]([N:26]([CH3:33])[C:27]4[CH:32]=[CH:31][CH:30]=[CH:29][CH:28]=4)[N:20]=3)[N:15]=2)=[CH:12][CH:13]=1)[CH3:7].[F:37][C:38]([F:42])([F:41])[CH2:39][OH:40].C(Cl)Cl.C(=O)(O)[O-].[Na+]. Product: [CH3:33][N:26]([C:27]1[CH:32]=[CH:31][CH:30]=[CH:29][CH:28]=1)[C:21]1[N:22]=[C:23]([NH2:25])[N:24]=[C:19]([C:16]2[N:15]=[C:14]([C:11]3[CH:12]=[CH:13][C:8]([CH:6]([O:40][CH2:39][C:38]([F:42])([F:41])[F:37])[CH3:7])=[CH:9][N:10]=3)[O:18][N:17]=2)[N:20]=1. The catalyst class is: 26. (5) Reactant: C(N(CC)CC)C.Cl[C:9]([C:22]1[CH:27]=[CH:26][CH:25]=[CH:24][CH:23]=1)([C:16]1[CH:21]=[CH:20][CH:19]=[CH:18][CH:17]=1)[C:10]1[CH:15]=[CH:14][CH:13]=[CH:12][CH:11]=1.[NH:28]1[C:32]2[CH2:33][CH2:34][CH:35]([C:37]([O:39][CH3:40])=[O:38])[CH2:36][C:31]=2[N:30]=[CH:29]1.ClCCl. The catalyst class is: 6. Product: [C:9]([N:28]1[C:32]2[CH2:33][CH2:34][CH:35]([C:37]([O:39][CH3:40])=[O:38])[CH2:36][C:31]=2[N:30]=[CH:29]1)([C:22]1[CH:27]=[CH:26][CH:25]=[CH:24][CH:23]=1)([C:16]1[CH:21]=[CH:20][CH:19]=[CH:18][CH:17]=1)[C:10]1[CH:15]=[CH:14][CH:13]=[CH:12][CH:11]=1. (6) Reactant: C[O:2][CH:3](OC)[C:4]1[N:8]([CH3:9])[C:7]([C:10]2[S:18][C:17]3[C:12](=[N:13][CH:14]=[CH:15][C:16]=3[O:19][C:20]3[CH:25]=[CH:24][C:23]([N+:26]([O-:28])=[O:27])=[CH:22][C:21]=3[F:29])[CH:11]=2)=[N:6][CH:5]=1.Cl. Product: [F:29][C:21]1[CH:22]=[C:23]([N+:26]([O-:28])=[O:27])[CH:24]=[CH:25][C:20]=1[O:19][C:16]1[CH:15]=[CH:14][N:13]=[C:12]2[CH:11]=[C:10]([C:7]3[N:8]([CH3:9])[C:4]([CH:3]=[O:2])=[CH:5][N:6]=3)[S:18][C:17]=12. The catalyst class is: 95.